Predict which catalyst facilitates the given reaction. From a dataset of Catalyst prediction with 721,799 reactions and 888 catalyst types from USPTO. The catalyst class is: 41. Reactant: Cl[CH2:2][C:3]1[N:8]=[C:7]([C:9]([NH:11][C:12]2[CH:20]=[C:19]([C:21]3[CH:22]=[N:23][C:24]([Cl:32])=[C:25]([NH:27][S:28]([CH3:31])(=[O:30])=[O:29])[CH:26]=3)[CH:18]=[C:17]3[C:13]=2[CH:14]=[N:15][N:16]3S(C2C=CC=CC=2)(=O)=O)=[O:10])[CH:6]=[CH:5][CH:4]=1.[NH:42]1[CH2:47][CH2:46]C[CH2:44][CH2:43]1.[OH-].[Na+].Cl.C[N:52](C=[O:55])C.[CH3:56][C:57]([CH3:59])=O.O. Product: [CH:9]([OH:10])=[O:55].[Cl:32][C:24]1[N:23]=[CH:22][C:21]([C:19]2[CH:18]=[C:17]3[C:13]([CH:14]=[N:15][NH:16]3)=[C:12]([NH:11][C:9]([C:7]3[CH:6]=[CH:5][CH:4]=[C:3]([CH2:2][N:42]4[CH2:43][CH2:44][N:52]([CH:57]([CH3:59])[CH3:56])[CH2:46][CH2:47]4)[N:8]=3)=[O:10])[CH:20]=2)=[CH:26][C:25]=1[NH:27][S:28]([CH3:31])(=[O:30])=[O:29].